From a dataset of Experimentally validated miRNA-target interactions with 360,000+ pairs, plus equal number of negative samples. Binary Classification. Given a miRNA mature sequence and a target amino acid sequence, predict their likelihood of interaction. (1) The miRNA is hsa-miR-6874-5p with sequence AUGGAGCUGGAACCAGAUCAGGC. The protein sequence of the target gene is MSTFGYRRGLSKYESIDEDELLASLSAEELKELERELEDIEPDRNLPVGLRQKSLTEKTPTGTFSREALMAYWEKESQKLLEKERLGECGKVAEDKEESEEELIFTESNSEVSEEVYTEEEEEESQEEEEEEDSDEEERTIETAKGINGTVNYDSVNSDNSKPKIFKSQIENINLTNGSNGRNTESPAAIHPCGNPTVIEDALDKIKSNDPDTTEVNLNNIENITTQTLTRFAEALKDNTVVKTFSLANTHADDSAAMAIAEMLKVNEHITNVNVESNFITGKGILAIMRALQHNTVLTE.... Result: 0 (no interaction). (2) Result: 0 (no interaction). The protein sequence of the target gene is MATEPKKAAAQNSPEDEGLLIVKIEEEEFIHGQDTCLQRSELLKQELCRQLFRQFCYQDSPGPREALSRLRELCCQWLKPEIHTKEQILELLVLEQFLTILPGDLQAWVHEHYPESGEEAVTILEDLERGTDEAVLQVQAHEHGQEIFQKKVSPPGPALNVKLQPVETKAHFDSSEPQLLWDCDNESENSRSMPKLEIFEKIESQRIISGRISGYISEASGESQDICKSAGRVKRQWEKESGESQRLSSAQDEGFGKILTHKNTVRGEIISHDGCERRLNLNSNEFTHQKSCKHGTCDQS.... The miRNA is hsa-miR-7843-3p with sequence AUGAAGCCUUCUCUGCCUUACG. (3) Result: 1 (interaction). The protein sequence of the target gene is MAGNFDSEERSSWYWGRLSRQEAVALLQGQRHGVFLVRDSSTSPGDYVLSVSENSRVSHYIINSSGPRPPVPPSPAQPPPGVSPSRLRIGDQEFDSLPALLEFYKIHYLDTTTLIEPVSRSRQGSGVILRQEEAEYVRALFDFNGNDEEDLPFKKGDILRIRDKPEEQWWNAEDSEGKRGMIPVPYVEKYRPASASVSALIGGNQEGSHPQPLGGPEPGPYAQPSVNTPLPNLQNGPIYARVIQKRVPNAYDKTALALEVGELVKVTKINVSGQWEGECNGKRGHFPFTHVRLLDQQNPD.... The miRNA is hsa-miR-7-1-3p with sequence CAACAAAUCACAGUCUGCCAUA. (4) The miRNA is mmu-miR-3079-5p with sequence UUUGAUCUGAUGAGCUAAGCUGG. The protein sequence of the target gene is MRFMTLLFLTALAGALVCAYDPEAASAPGSGNPCHEASAAQKENAGEDPGLARQAPKPRKQRSSLLEKGLDGAKKAVGGLGKLGKDAVEDLESVGKGAVHDVKDVLDSVL. Result: 0 (no interaction). (5) The miRNA is hsa-miR-98-5p with sequence UGAGGUAGUAAGUUGUAUUGUU. The protein sequence of the target gene is MRLPDVQLWLVLLWALVRAQGTGSVCPSCGGSKLAPQAERALVLELAKQQILDGLHLTSRPRITHPPPQAALTRALRRLQPGSVAPGNGEEVISFATVTDSTSAYSSLLTFHLSTPRSHHLYHARLWLHVLPTLPGTLCLRIFRWGPRRRRQGSRTLLAEHHITNLGWHTLTLPSSGLRGEKSGVLKLQLDCRPLEGNSTVTGQPRRLLDTAGHQQPFLELKIRANEPGAGRARRRTPTCEPATPLCCRRDHYVDFQELGWRDWILQPEGYQLNYCSGQCPPHLAGSPGIAASFHSAVFS.... Result: 1 (interaction). (6) The miRNA is mmu-miR-6948-5p with sequence AGUUCAGACAGGACUGUGACAC. The protein sequence of the target gene is MEGGGKPNSASNSRDDGNSVFPSKAPATGPVAADKRLGTPPGGGAAGKEHGNSVCFKVDGGGGEEPAGSFEDAEGPRRQYGFMQRQFTSMLQPGVNKFSLRMFGSQKAVEKEQERVKTAGFWIIHPYSDFRFYWDLIMLIMMVGNLVIIPVGITFFTEQTTTPWIIFNVASDTVFLLDLIMNFRTGTVNEDSSEIILDPKVIKMNYLKSWFVVDFISSIPVDYIFLIVEKGMDSEVYKTARALRIVRFTKILSLLRLLRLSRLIRYIHQWEEIFHMTYDLASAVVRIFNLIGMMLLLCHW.... Result: 0 (no interaction). (7) The protein sequence of the target gene is MFLFSRKTRTPISTYSDSYRAPTSIKEVYKDPPLCAWEANKFLTPGLTHTMERHVDPEALQKMAKCAVQDYTYRGSISGHPYLPEKYWLSQEEADKCSPNYLGSDWYNTWRMEPYNSSCCNKYTTYLPRLPKEARMETAVRGMPLECPPRPERLNAYEREVMVNMLNSLSRNQQLPRITPRCGCVDPLPGRLPFHGYESACSGRHYCLRGMDYYASGAPCTDRRLRPWCREQPTMCTSLRAPARNAVCCYNSPAVILPISEP. The miRNA is mmu-miR-7025-5p with sequence CGUGAGCUGAAGCUGGUGGCUCCC. Result: 0 (no interaction). (8) The miRNA is hsa-miR-4707-5p with sequence GCCCCGGCGCGGGCGGGUUCUGG. The protein sequence of the target gene is MKSLKSRLRRQDVPGPASSGAAAASAHAADWNKYDDRLMKAAERGDVEKVTSILAKKGVNPGKLDVEGRSVFHVVTSKGNLECLNAILIHGVDITTSDTAGRNALHLAAKYGHALCLQKLLQYNCPTEHADLQGRTALHDAAMADCPSSIQLLCDHGASVNAKDVDGRTPLVLATQMSRPTICQLLIDRGADVNSRDKQNRTALMLGCEYGCRDAVEVLIKNGADISLLDALGHDSSYYARIGDNLDILTLLKTASENTNKGRELWKKGPSLQQRNLTHMQDEVNVKSHQREHQNIQDLE.... Result: 1 (interaction). (9) The miRNA is hsa-miR-500a-3p with sequence AUGCACCUGGGCAAGGAUUCUG. The protein sequence of the target gene is MASRCWRWWGWSAWPRTRLPPAGSTPSFCHHFSTQEKTPQICVVGSGPAGFYTAQHLLKHPQAHVDIYEKQPVPFGLVRFGVAPDHPEVKNVINTFTQTAHSGRCAFWGNVEVGRDVTVPELREAYHAVVLSYGAEDHRALEIPGEELPGVCSARAFVGWYNGLPENQELEPDLSCDTAVILGQGNVALDVARILLTPPEHLERTDITKAALGVLRQSRVKTVWLVGRRGPLQVAFTIKELREMIQLPGARPILDPVDFLGLQDKIKEVPRPRKRLTELLLRTATEKPGPAEAARQASAS.... Result: 1 (interaction).